From a dataset of Catalyst prediction with 721,799 reactions and 888 catalyst types from USPTO. Predict which catalyst facilitates the given reaction. (1) Reactant: C([O:4][C:5]1[CH:13]=[CH:12][CH:11]=[C:10]2[C:6]=1[CH2:7][CH2:8][N:9]2C(=O)C)(=O)C.OC1C=CC=C2C=1C=CN2.[BH3-]C#N.[Na+].O. Product: [OH:4][C:5]1[CH:13]=[CH:12][CH:11]=[C:10]2[C:6]=1[CH2:7][CH2:8][NH:9]2. The catalyst class is: 15. (2) Reactant: [OH:1][C:2]1[CH:3]=[C:4]2[C:25](=[CH:26][C:27]=1[CH3:28])[O:24][C:7]1([CH2:16][C:15]([CH3:18])([CH3:17])[C:14]3[C:9](=[CH:10][C:11]([CH3:23])=[C:12]([O:19][CH2:20][CH2:21][OH:22])[CH:13]=3)[O:8]1)[CH2:6][C:5]2([CH3:30])[CH3:29].C(N(CC)C(C)C)(C)C.[CH3:40][S:41](Cl)(=[O:43])=[O:42]. Product: [CH3:40][S:41]([O:1][C:2]1[CH:3]=[C:4]2[C:25](=[CH:26][C:27]=1[CH3:28])[O:24][C:7]1([CH2:16][C:15]([CH3:18])([CH3:17])[C:14]3[C:9](=[CH:10][C:11]([CH3:23])=[C:12]([O:19][CH2:20][CH2:21][O:22][S:41]([CH3:40])(=[O:43])=[O:42])[CH:13]=3)[O:8]1)[CH2:6][C:5]2([CH3:30])[CH3:29])(=[O:43])=[O:42]. The catalyst class is: 4.